This data is from Catalyst prediction with 721,799 reactions and 888 catalyst types from USPTO. The task is: Predict which catalyst facilitates the given reaction. Reactant: [CH3:1][O:2][C:3]1[CH:11]=[CH:10][C:6]([C:7](Cl)=[O:8])=[CH:5][CH:4]=1.N[CH:13]([CH2:21][NH:22][C:23]1[C:28]([CH3:29])=[C:27]([N:30]2[CH2:35][CH2:34][CH:33]([C:36]3[CH:45]=[CH:44][C:43]4[CH2:42][CH2:41][CH2:40][NH:39][C:38]=4[N:37]=3)[CH2:32][CH2:31]2)[N:26]=[CH:25][N:24]=1)[C:14]([O:16][C:17]([CH3:20])([CH3:19])[CH3:18])=[O:15]. Product: [CH3:29][C:28]1[C:23]([NH:22][CH2:21][CH:13]([C:7](=[O:8])[C:6]2[CH:10]=[CH:11][C:3]([O:2][CH3:1])=[CH:4][CH:5]=2)[C:14]([O:16][C:17]([CH3:20])([CH3:19])[CH3:18])=[O:15])=[N:24][CH:25]=[N:26][C:27]=1[N:30]1[CH2:35][CH2:34][CH:33]([C:36]2[CH:45]=[CH:44][C:43]3[CH2:42][CH2:41][CH2:40][NH:39][C:38]=3[N:37]=2)[CH2:32][CH2:31]1. The catalyst class is: 272.